This data is from CYP1A2 inhibition data for predicting drug metabolism from PubChem BioAssay. The task is: Regression/Classification. Given a drug SMILES string, predict its absorption, distribution, metabolism, or excretion properties. Task type varies by dataset: regression for continuous measurements (e.g., permeability, clearance, half-life) or binary classification for categorical outcomes (e.g., BBB penetration, CYP inhibition). Dataset: cyp1a2_veith. (1) The compound is N#CCCn1c(=O)c(-c2ccccc2)nc2cnc(Oc3cccc(Cl)c3)nc21. The result is 1 (inhibitor). (2) The drug is Cn1c(CCNC(=O)c2ccccc2Cl)n[nH]c1=S. The result is 0 (non-inhibitor).